Dataset: Full USPTO retrosynthesis dataset with 1.9M reactions from patents (1976-2016). Task: Predict the reactants needed to synthesize the given product. (1) Given the product [Br:1][C:2]1[CH:15]=[CH:14][C:13]2[O:12][C:11]3[C:6](=[N+:7]([O-:18])[CH:8]=[CH:9][CH:10]=3)[C:5](=[O:16])[C:4]=2[CH:3]=1, predict the reactants needed to synthesize it. The reactants are: [Br:1][C:2]1[CH:15]=[CH:14][C:13]2[O:12][C:11]3[C:6](=[N:7][CH:8]=[CH:9][CH:10]=3)[C:5](=[O:16])[C:4]=2[CH:3]=1.C(N)(N)=[O:18].OO.FC(F)(F)C(OC(=O)C(F)(F)F)=O. (2) Given the product [Cl:25][C:22]1[CH:23]=[CH:24][C:19]([C:11]([N:6]2[C:7]3[C:3](=[C:2]([NH:1][S:34]([CH3:33])(=[O:36])=[O:35])[CH:10]=[CH:9][CH:8]=3)[CH:4]=[CH:5]2)([CH2:17][CH3:18])[CH2:12][C:13]([O:15][CH3:16])=[O:14])=[CH:20][CH:21]=1, predict the reactants needed to synthesize it. The reactants are: [NH2:1][C:2]1[CH:10]=[CH:9][CH:8]=[C:7]2[C:3]=1[CH:4]=[CH:5][N:6]2[C:11]([C:19]1[CH:24]=[CH:23][C:22]([Cl:25])=[CH:21][CH:20]=1)([CH2:17][CH3:18])[CH2:12][C:13]([O:15][CH3:16])=[O:14].CN1CCOCC1.[CH3:33][S:34](Cl)(=[O:36])=[O:35]. (3) Given the product [NH2:1][CH2:4][C@@H:5]1[O:9][C@H:8]2[C@H:10]([O:15][CH2:16][C:17]3[CH:22]=[CH:21][CH:20]=[CH:19][CH:18]=3)[C@@H:11]([CH2:13][OH:14])[O:12][C@H:7]2[CH2:6]1, predict the reactants needed to synthesize it. The reactants are: [N:1]([CH2:4][CH:5]1[O:9][C@H:8]2[C@H:10]([O:15][CH2:16][C:17]3[CH:22]=[CH:21][CH:20]=[CH:19][CH:18]=3)[C@@H:11]([CH2:13][OH:14])[O:12][C@H:7]2[CH2:6]1)=[N+]=[N-].C1(P(C2C=CC=CC=2)C2C=CC=CC=2)C=CC=CC=1.O.